From a dataset of Full USPTO retrosynthesis dataset with 1.9M reactions from patents (1976-2016). Predict the reactants needed to synthesize the given product. (1) The reactants are: Cl[CH2:2][O:3][C:4](=[O:20])[C@@H:5]([NH:9][C:10]([O:12][CH2:13][C:14]1[CH:19]=[CH:18][CH:17]=[CH:16][CH:15]=1)=[O:11])[CH:6]([CH3:8])[CH3:7].[C:21]1([C:45]2[CH:50]=[CH:49][CH:48]=[CH:47][CH:46]=2)[CH:26]=[CH:25][C:24]([CH2:27][C@@H:28]([NH:37]C(OC(C)(C)C)=O)[CH2:29][C@:30]([CH2:35][OH:36])([CH3:34])[C:31]([OH:33])=[O:32])=[CH:23][CH:22]=1.CCN(CC)CC.Cl.O1CCOCC1. Given the product [CH2:13]([O:12][C:10]([NH:9][C@@H:5]([CH:6]([CH3:8])[CH3:7])[C:4]([O:3][CH2:2][O:33][C:31](=[O:32])[C@@:30]([CH2:35][OH:36])([CH3:34])[CH2:29][C@H:28]([NH2:37])[CH2:27][C:24]1[CH:25]=[CH:26][C:21]([C:45]2[CH:50]=[CH:49][CH:48]=[CH:47][CH:46]=2)=[CH:22][CH:23]=1)=[O:20])=[O:11])[C:14]1[CH:19]=[CH:18][CH:17]=[CH:16][CH:15]=1, predict the reactants needed to synthesize it. (2) Given the product [CH:34]1([O:33][C:26]2[C:27]([O:31][CH3:32])=[CH:28][CH:29]=[C:30]3[C:25]=2[O:24][C:23](=[O:39])[CH:22]=[C:21]3[CH2:8][C:7]2[C:6]([Cl:9])=[CH:5][N:4]=[CH:3][C:2]=2[Cl:1])[CH2:35][CH2:36][CH2:37][CH2:38]1, predict the reactants needed to synthesize it. The reactants are: [Cl:1][C:2]1[CH:3]=[N:4][CH:5]=[C:6]([Cl:9])[C:7]=1[CH3:8].CC1C=CC(S(O[C:21]2[C:30]3[C:25](=[C:26]([O:33][CH:34]4[CH2:38][CH2:37][CH2:36][CH2:35]4)[C:27]([O:31][CH3:32])=[CH:28][CH:29]=3)[O:24][C:23](=[O:39])[CH:22]=2)(=O)=O)=CC=1. (3) Given the product [CH3:14][C:6]1[CH:5]=[C:4]([CH2:3][OH:2])[CH:9]=[CH:8][C:7]=1[C:10]([F:11])([F:12])[F:13], predict the reactants needed to synthesize it. The reactants are: C[O:2][C:3](=O)[C:4]1[CH:9]=[CH:8][C:7]([C:10]([F:13])([F:12])[F:11])=[C:6]([CH3:14])[CH:5]=1.[BH4-].[Li+].Cl.